Task: Regression. Given two drug SMILES strings and cell line genomic features, predict the synergy score measuring deviation from expected non-interaction effect.. Dataset: NCI-60 drug combinations with 297,098 pairs across 59 cell lines (1) Drug 1: C1CCN(CC1)CCOC2=CC=C(C=C2)C(=O)C3=C(SC4=C3C=CC(=C4)O)C5=CC=C(C=C5)O. Drug 2: CC1=C(C(=O)C2=C(C1=O)N3CC4C(C3(C2COC(=O)N)OC)N4)N. Cell line: M14. Synergy scores: CSS=4.07, Synergy_ZIP=-2.22, Synergy_Bliss=-0.763, Synergy_Loewe=-27.2, Synergy_HSA=-3.27. (2) Drug 1: C1CCN(CC1)CCOC2=CC=C(C=C2)C(=O)C3=C(SC4=C3C=CC(=C4)O)C5=CC=C(C=C5)O. Drug 2: CC1C(C(CC(O1)OC2CC(CC3=C2C(=C4C(=C3O)C(=O)C5=C(C4=O)C(=CC=C5)OC)O)(C(=O)CO)O)N)O.Cl. Cell line: UACC62. Synergy scores: CSS=53.7, Synergy_ZIP=2.66, Synergy_Bliss=1.23, Synergy_Loewe=2.45, Synergy_HSA=1.60. (3) Drug 2: CCC1(CC2CC(C3=C(CCN(C2)C1)C4=CC=CC=C4N3)(C5=C(C=C6C(=C5)C78CCN9C7C(C=CC9)(C(C(C8N6C)(C(=O)OC)O)OC(=O)C)CC)OC)C(=O)OC)O.OS(=O)(=O)O. Cell line: UACC-257. Synergy scores: CSS=12.9, Synergy_ZIP=-4.34, Synergy_Bliss=-2.88, Synergy_Loewe=-2.30, Synergy_HSA=-2.11. Drug 1: C1=CN(C(=O)N=C1N)C2C(C(C(O2)CO)O)O.Cl. (4) Drug 1: CNC(=O)C1=CC=CC=C1SC2=CC3=C(C=C2)C(=NN3)C=CC4=CC=CC=N4. Drug 2: C1CN1P(=S)(N2CC2)N3CC3. Cell line: MCF7. Synergy scores: CSS=18.1, Synergy_ZIP=-1.63, Synergy_Bliss=1.58, Synergy_Loewe=1.97, Synergy_HSA=2.59. (5) Drug 1: CCC1(CC2CC(C3=C(CCN(C2)C1)C4=CC=CC=C4N3)(C5=C(C=C6C(=C5)C78CCN9C7C(C=CC9)(C(C(C8N6C=O)(C(=O)OC)O)OC(=O)C)CC)OC)C(=O)OC)O.OS(=O)(=O)O. Drug 2: CC(C)(C#N)C1=CC(=CC(=C1)CN2C=NC=N2)C(C)(C)C#N. Cell line: SF-268. Synergy scores: CSS=19.1, Synergy_ZIP=-1.74, Synergy_Bliss=1.39, Synergy_Loewe=-0.132, Synergy_HSA=-0.229. (6) Drug 1: CC1=CC=C(C=C1)C2=CC(=NN2C3=CC=C(C=C3)S(=O)(=O)N)C(F)(F)F. Drug 2: C1CN1P(=S)(N2CC2)N3CC3. Cell line: OVCAR-8. Synergy scores: CSS=10.2, Synergy_ZIP=-4.25, Synergy_Bliss=2.14, Synergy_Loewe=-6.66, Synergy_HSA=0.287.